This data is from Forward reaction prediction with 1.9M reactions from USPTO patents (1976-2016). The task is: Predict the product of the given reaction. (1) Given the reactants O.C[Si]([Cl:6])(C)C.[CH3:7][N:8]([CH2:10][CH:11]1[CH:17]([C:18]2[CH:19]=[C:20]([OH:24])[CH:21]=[CH:22][CH:23]=2)[CH2:16][CH:15]2[CH2:25][CH:12]1[CH2:13][CH2:14]2)[CH3:9], predict the reaction product. The product is: [ClH:6].[CH3:9][N:8]([CH2:10][CH:11]1[CH:17]([C:18]2[CH:19]=[C:20]([OH:24])[CH:21]=[CH:22][CH:23]=2)[CH2:16][CH:15]2[CH2:25][CH:12]1[CH2:13][CH2:14]2)[CH3:7]. (2) Given the reactants [Cl:1][C:2]1[C:3]([CH2:20][C:21](OC2C=CC=CC=2)=[O:22])=[N+:4]([O-:19])[C:5]([NH:8][CH2:9][C:10]([F:18])([F:17])[C:11]2[CH:16]=[CH:15][CH:14]=[CH:13][CH:12]=2)=[CH:6][CH:7]=1.Cl.Cl.[C:32]([NH:35][O:36][CH2:37][CH2:38][NH2:39])(=N)[NH2:33].CC[N:42](C(C)C)C(C)C.N, predict the reaction product. The product is: [Cl:1][C:2]1[C:3]([CH2:20][C:21]([NH:39][CH2:38][CH2:37][O:36][NH:35][CH:32]=[N:33][NH2:42])=[O:22])=[N+:4]([O-:19])[C:5]([NH:8][CH2:9][C:10]([F:17])([F:18])[C:11]2[CH:12]=[CH:13][CH:14]=[CH:15][CH:16]=2)=[CH:6][CH:7]=1. (3) The product is: [Br:1][C:2]1[CH:7]=[CH:6][C:5]([C:8]2[CH:9]=[CH:10][NH:11][N:16]=2)=[CH:4][CH:3]=1. Given the reactants [Br:1][C:2]1[CH:7]=[CH:6][C:5]([C:8](=O)/[CH:9]=[CH:10]/[N:11](C)C)=[CH:4][CH:3]=1.O.[NH2:16]N, predict the reaction product. (4) The product is: [CH2:18]([O:2][C:3]1[C:4]([CH2:9][OH:10])=[N:5][CH:6]=[CH:7][CH:8]=1)[CH:17]=[CH2:16]. Given the reactants Cl.[OH:2][C:3]1[C:4]([CH2:9][OH:10])=[N:5][CH:6]=[CH:7][CH:8]=1.CO.C[O-].[Na+].[CH2:16](Br)[CH:17]=[CH2:18], predict the reaction product.